Dataset: Full USPTO retrosynthesis dataset with 1.9M reactions from patents (1976-2016). Task: Predict the reactants needed to synthesize the given product. (1) Given the product [Cl:1][C:2]1[CH:7]=[CH:6][CH:5]=[CH:4][C:3]=1[C:8]1[N:17]=[C:16]([N:18]2[CH2:23][C@@H:22]([CH3:24])[N:21]([CH2:26][CH3:27])[C@@H:20]([CH3:25])[CH2:19]2)[C:15]2[C:10](=[CH:11][CH:12]=[CH:13][CH:14]=2)[N:9]=1, predict the reactants needed to synthesize it. The reactants are: [Cl:1][C:2]1[CH:7]=[CH:6][CH:5]=[CH:4][C:3]=1[C:8]1[N:17]=[C:16]([N:18]2[CH2:23][C@@H:22]([CH3:24])[NH:21][C@@H:20]([CH3:25])[CH2:19]2)[C:15]2[C:10](=[CH:11][CH:12]=[CH:13][CH:14]=2)[N:9]=1.[CH2:26](I)[CH3:27]. (2) Given the product [CH2:1]([O:3][C:4]([C:6]1[N:7]([C:23]2[CH:28]=[CH:27][C:26]([O:29][CH:30]([CH3:31])[CH3:32])=[CH:25][CH:24]=2)[C:8]2[C:13]([CH:14]=1)=[CH:12][C:11]([OH:15])=[CH:10][CH:9]=2)=[O:5])[CH3:2], predict the reactants needed to synthesize it. The reactants are: [CH2:1]([O:3][C:4]([C:6]1[N:7]([C:23]2[CH:28]=[CH:27][C:26]([O:29][CH:30]([CH3:32])[CH3:31])=[CH:25][CH:24]=2)[C:8]2[C:13]([CH:14]=1)=[CH:12][C:11]([O:15]CC1C=CC=CC=1)=[CH:10][CH:9]=2)=[O:5])[CH3:2]. (3) The reactants are: [CH3:1][O:2][C:3](=[O:16])[CH2:4][C:5]1[CH:10]=[CH:9][CH:8]=[C:7]([O:11][CH2:12][CH2:13][CH2:14]Br)[CH:6]=1.[C:17]1([CH:23]([C:35]2[CH:40]=[CH:39][CH:38]=[CH:37][CH:36]=2)[CH2:24][NH:25][CH2:26][C:27]2[CH:32]=[CH:31][C:30]([O:33][CH3:34])=[CH:29][CH:28]=2)[CH:22]=[CH:21][CH:20]=[CH:19][CH:18]=1.C([O-])([O-])=O.[K+].[K+]. Given the product [C:35]1([CH:23]([C:17]2[CH:22]=[CH:21][CH:20]=[CH:19][CH:18]=2)[CH2:24][N:25]([CH2:26][C:27]2[CH:28]=[CH:29][C:30]([O:33][CH3:34])=[CH:31][CH:32]=2)[CH2:14][CH2:13][CH2:12][O:11][C:7]2[CH:6]=[C:5]([CH2:4][C:3]([O:2][CH3:1])=[O:16])[CH:10]=[CH:9][CH:8]=2)[CH:36]=[CH:37][CH:38]=[CH:39][CH:40]=1, predict the reactants needed to synthesize it.